From a dataset of Forward reaction prediction with 1.9M reactions from USPTO patents (1976-2016). Predict the product of the given reaction. (1) The product is: [CH:1]1([N:4]2[C:9](=[O:10])[C:8]([CH2:11][CH2:12][C:13]3[CH:18]=[CH:17][CH:16]=[CH:15][CH:14]=3)=[C:7]([C:19]3[CH:24]=[CH:23][CH:22]=[CH:21][C:20]=3[OH:25])[N:6]=[C:5]2[CH3:27])[CH2:3][CH2:2]1. Given the reactants [CH:1]1([N:4]2[C:9](=[O:10])[C:8]([CH2:11][CH2:12][C:13]3[CH:18]=[CH:17][CH:16]=[CH:15][CH:14]=3)=[C:7]([C:19]3[CH:24]=[CH:23][CH:22]=[CH:21][C:20]=3[O:25]C)[N:6]=[C:5]2[CH3:27])[CH2:3][CH2:2]1.B(Br)(Br)Br, predict the reaction product. (2) Given the reactants [Br:1][C:2]1[CH:3]=[C:4]([OH:8])[CH:5]=[CH:6][CH:7]=1.[CH:9]1(Br)[CH2:11][CH2:10]1.[I-].[Na+].C(=O)([O-])[O-].[Cs+].[Cs+], predict the reaction product. The product is: [CH:9]1([O:8][C:4]2[CH:5]=[CH:6][CH:7]=[C:2]([Br:1])[CH:3]=2)[CH2:11][CH2:10]1. (3) Given the reactants [F:1][C:2]1[CH:3]=[C:4]([N:8]2[C@@:12]3([CH2:17][CH2:16][N:15](C(OCC4C=CC=CC=4)=O)[C@@H:14]([CH3:28])[CH2:13]3)[C:11]([NH:29][CH3:30])=[N:10][C:9]2=[O:31])[CH:5]=[CH:6][CH:7]=1, predict the reaction product. The product is: [F:1][C:2]1[CH:3]=[C:4]([N:8]2[C@@:12]3([CH2:17][CH2:16][NH:15][C@@H:14]([CH3:28])[CH2:13]3)[C:11]([NH:29][CH3:30])=[N:10][C:9]2=[O:31])[CH:5]=[CH:6][CH:7]=1. (4) Given the reactants [F:1][C:2]1[CH:11]=[C:10]([F:12])[CH:9]=[C:8]2[C:3]=1[CH:4]([O:13][C:14]1[C:22]3[N:21]=[C:20]([CH3:23])[NH:19][C:18]=3[CH:17]=[C:16]([C:24]([OH:26])=O)[CH:15]=1)[CH2:5][CH2:6][O:7]2.Cl.[NH:28]1[CH2:31][CH2:30][CH2:29]1, predict the reaction product. The product is: [N:28]1([C:24]([C:16]2[CH:15]=[C:14]([O:13][CH:4]3[C:3]4[C:8](=[CH:9][C:10]([F:12])=[CH:11][C:2]=4[F:1])[O:7][CH2:6][CH2:5]3)[C:22]3[N:21]=[C:20]([CH3:23])[NH:19][C:18]=3[CH:17]=2)=[O:26])[CH2:31][CH2:30][CH2:29]1. (5) Given the reactants [N:1]1[C:11]2[C:10](=O)[CH2:9][CH2:8][C:7](=[O:13])[NH:6][C:5]=2[CH:4]=[CH:3][CH:2]=1.[C:14]1([NH:20][NH2:21])[CH:19]=[CH:18][CH:17]=[CH:16][CH:15]=1.C([O-])(=O)C.[Na+].[K+].[Br-], predict the reaction product. The product is: [C:14]1([NH:20][N:21]=[C:10]2[CH2:9][CH2:8][C:7](=[O:13])[NH:6][C:5]3[CH:4]=[CH:3][CH:2]=[N:1][C:11]2=3)[CH:19]=[CH:18][CH:17]=[CH:16][CH:15]=1.